This data is from Forward reaction prediction with 1.9M reactions from USPTO patents (1976-2016). The task is: Predict the product of the given reaction. (1) Given the reactants Cl[C:2]1[C:3]2[CH:24]=[CH:23][C:22](C)=[CH:21][C:4]=2[S:5][C:6]=1[C:7]([NH:9][C@H:10]([CH2:14][C:15]1[CH:20]=[CH:19][CH:18]=[CH:17][CH:16]=1)[C:11]([OH:13])=[O:12])=[O:8].[F:26]C1C=CC2C=C(C(O)=O)SC=2C=1, predict the reaction product. The product is: [F:26][C:22]1[CH:23]=[CH:24][C:3]2[CH:2]=[C:6]([C:7]([NH:9][C@H:10]([CH2:14][C:15]3[CH:20]=[CH:19][CH:18]=[CH:17][CH:16]=3)[C:11]([OH:13])=[O:12])=[O:8])[S:5][C:4]=2[CH:21]=1. (2) The product is: [Cl:20][C:21]1[N:26]=[C:25]([NH:13][C:7]2[CH:8]=[C:9]3[C:4](=[CH:5][CH:6]=2)[N:3]=[C:2]([CH3:1])[CH:11]=[C:10]3[NH2:12])[N:24]=[C:23]([S:27][CH3:28])[N:22]=1. Given the reactants [CH3:1][C:2]1[CH:11]=[C:10]([NH2:12])[C:9]2[C:4](=[CH:5][CH:6]=[C:7]([NH2:13])[CH:8]=2)[N:3]=1.C(=O)([O-])[O-].[Na+].[Na+].[Cl:20][C:21]1[NH:22][C:23](Cl)([S:27][CH3:28])[N:24]=[CH:25][N:26]=1, predict the reaction product. (3) Given the reactants FC(F)(F)S(O[CH:7]1[C:16]2[C:11](=[CH:12][C:13]([O:17][CH3:18])=[CH:14][CH:15]=2)[C:10]([C:19]2[CH:24]=[CH:23][CH:22]=[CH:21][N:20]=2)=[C:9]([C:25]#[N:26])[NH:8]1)(=O)=O.CN([CH:32]=[O:33])C.[OH2:34].C(N(CC)CC)C.[CH3:42]O, predict the reaction product. The product is: [C:25]([C:9]1[N:8]=[C:7]([C:42]([O:33][CH3:32])=[O:34])[C:16]2[C:11]([C:10]=1[C:19]1[CH:24]=[CH:23][CH:22]=[CH:21][N:20]=1)=[CH:12][C:13]([O:17][CH3:18])=[CH:14][CH:15]=2)#[N:26]. (4) Given the reactants Cl[CH2:2][C:3]1[CH:4]=[C:5]([S:9]([N:12]2[C:16]([C:17]3[C:18]([F:23])=[N:19][CH:20]=[CH:21][CH:22]=3)=[C:15]([F:24])[C:14]([CH2:25][N:26]([CH3:34])[C:27](=[O:33])[O:28][C:29]([CH3:32])([CH3:31])[CH3:30])=[CH:13]2)(=[O:11])=[O:10])[CH:6]=[CH:7][CH:8]=1.[CH3:35][S-:36].[Na+].[I-].[K+].CN(C)C=O, predict the reaction product. The product is: [F:24][C:15]1[C:14]([CH2:25][N:26]([CH3:34])[C:27](=[O:33])[O:28][C:29]([CH3:30])([CH3:32])[CH3:31])=[CH:13][N:12]([S:9]([C:5]2[CH:6]=[CH:7][CH:8]=[C:3]([CH2:2][S:36][CH3:35])[CH:4]=2)(=[O:11])=[O:10])[C:16]=1[C:17]1[C:18]([F:23])=[N:19][CH:20]=[CH:21][CH:22]=1. (5) Given the reactants [C:1]([O:5][C:6](=[O:9])[CH2:7][NH2:8])([CH3:4])([CH3:3])[CH3:2].[CH3:10][C:11]1([CH2:15][CH:16]=O)[CH2:14][O:13][CH2:12]1, predict the reaction product. The product is: [C:1]([O:5][C:6](=[O:9])[CH2:7]/[N:8]=[CH:16]/[CH2:15][C:11]1([CH3:10])[CH2:14][O:13][CH2:12]1)([CH3:4])([CH3:3])[CH3:2]. (6) Given the reactants Cl.[CH3:2][O:3][C:4](=[O:8])[C@H:5]([CH3:7])[NH2:6].[Cl:9][C:10]1[CH:11]=[C:12]([C:20]2[O:24][N:23]=[C:22]([C:25]3[CH:26]=[CH:27][CH:28]=[C:29]4[C:33]=3[NH:32][CH:31]=[C:30]4[CH:34]=O)[N:21]=2)[CH:13]=[CH:14][C:15]=1[O:16][CH:17]([CH3:19])[CH3:18].[OH-].[Na+], predict the reaction product. The product is: [Cl:9][C:10]1[CH:11]=[C:12]([C:20]2[O:24][N:23]=[C:22]([C:25]3[CH:26]=[CH:27][CH:28]=[C:29]4[C:33]=3[NH:32][CH:31]=[C:30]4[CH2:34][NH:6][C@H:5]([C:4]([O:3][CH3:2])=[O:8])[CH3:7])[N:21]=2)[CH:13]=[CH:14][C:15]=1[O:16][CH:17]([CH3:18])[CH3:19]. (7) Given the reactants N1([C:6](N2C=CN=C2)=[O:7])C=CN=C1.N1C=CN=C1.[CH2:18]([O:20][CH:21]([O:33][CH2:34][CH3:35])[CH2:22][O:23][C:24]1[CH:25]=[C:26]([NH2:32])[CH:27]=[CH:28][C:29]=1[O:30][CH3:31])[CH3:19].CO[C:38](=[O:54])[C:39]([CH3:53])([NH:41][CH2:42][C:43]1[C:52]2[C:47](=[CH:48][CH:49]=[CH:50][CH:51]=2)[N:46]=[CH:45][CH:44]=1)[CH3:40], predict the reaction product. The product is: [CH2:34]([O:33][CH:21]([O:20][CH2:18][CH3:19])[CH2:22][O:23][C:24]1[CH:25]=[C:26]([N:32]2[C:38](=[O:54])[C:39]([CH3:40])([CH3:53])[N:41]([CH2:42][C:43]3[C:52]4[C:47](=[CH:48][CH:49]=[CH:50][CH:51]=4)[N:46]=[CH:45][CH:44]=3)[C:6]2=[O:7])[CH:27]=[CH:28][C:29]=1[O:30][CH3:31])[CH3:35].